Dataset: Reaction yield outcomes from USPTO patents with 853,638 reactions. Task: Predict the reaction yield, written as a fraction of the theoretical maximum amount of product (1.0 means a 100% yield; for example, 0.34 means a 34% yield). (1) The reactants are [OH:1][N:2]([CH3:29])[C:3](=[NH:28])/[C:4](=[N:11]\[O:12][CH2:13][C:14]1[N:19]=[C:18]([NH:20][C:21](=[O:27])[O:22][CH2:23][CH2:24][C:25]#[CH:26])[CH:17]=[CH:16][CH:15]=1)/[C:5]1[CH:10]=[CH:9][CH:8]=[CH:7][CH:6]=1.[C:30](N1C=CN=C1)(N1C=CN=C1)=[O:31]. The catalyst is CN(C=O)C. The product is [CH3:29][N:2]1[C:3](/[C:4](=[N:11]\[O:12][CH2:13][C:14]2[N:19]=[C:18]([NH:20][C:21](=[O:27])[O:22][CH2:23][CH2:24][C:25]#[CH:26])[CH:17]=[CH:16][CH:15]=2)/[C:5]2[CH:10]=[CH:9][CH:8]=[CH:7][CH:6]=2)=[N:28][C:30](=[O:31])[O:1]1. The yield is 0.780. (2) The reactants are [F:1][C:2]([F:43])([C:34]1[CH:39]=[CH:38][CH:37]=[C:36]([N+:40]([O-:42])=[O:41])[CH:35]=1)[C:3]1[C:4]2[CH:25]=[CH:24][N:23]([CH2:26][O:27][CH2:28][CH2:29][Si:30]([CH3:33])([CH3:32])[CH3:31])[C:5]=2[N:6]=[C:7]([NH:9][C:10]2[CH:15]=[CH:14][C:13]([N:16]3[CH2:21][CH2:20][N:19]([CH3:22])[CH2:18][CH2:17]3)=[CH:12][CH:11]=2)[N:8]=1.ClC1N=C(C(F)([F:72])C2C=CC=C([N+]([O-])=O)C=2)C2C=CN(COCC[Si](C)(C)C)C=2N=1.FC1C=C(C=CC=1N1CCN(C)CC1)N. No catalyst specified. The product is [F:43][C:2]([F:1])([C:34]1[CH:39]=[CH:38][CH:37]=[C:36]([N+:40]([O-:42])=[O:41])[CH:35]=1)[C:3]1[C:4]2[CH:25]=[CH:24][N:23]([CH2:26][O:27][CH2:28][CH2:29][Si:30]([CH3:33])([CH3:32])[CH3:31])[C:5]=2[N:6]=[C:7]([NH:9][C:10]2[CH:11]=[CH:12][C:13]([N:16]3[CH2:17][CH2:18][N:19]([CH3:22])[CH2:20][CH2:21]3)=[C:14]([F:72])[CH:15]=2)[N:8]=1. The yield is 0.750. (3) The reactants are C([O:3][C:4]([CH:6]1[CH2:11][CH2:10][CH:9]([NH:12][C:13]2[N:18]=[C:17]([N:19]3[C:27]4[C:22](=[CH:23][CH:24]=[CH:25][CH:26]=4)[C:21]([C:28](=[O:30])[NH2:29])=[CH:20]3)[CH:16]=[CH:15][N:14]=2)[CH2:8][CH2:7]1)=[O:5])C.[Li+].[OH-]. The catalyst is C1COCC1. The product is [C:28]([C:21]1[C:22]2[C:27](=[CH:26][CH:25]=[CH:24][CH:23]=2)[N:19]([C:17]2[CH:16]=[CH:15][N:14]=[C:13]([NH:12][CH:9]3[CH2:8][CH2:7][CH:6]([C:4]([OH:5])=[O:3])[CH2:11][CH2:10]3)[N:18]=2)[CH:20]=1)(=[O:30])[NH2:29]. The yield is 0.890.